This data is from TCR-epitope binding with 47,182 pairs between 192 epitopes and 23,139 TCRs. The task is: Binary Classification. Given a T-cell receptor sequence (or CDR3 region) and an epitope sequence, predict whether binding occurs between them. (1) The epitope is GTSGSPIINR. The TCR CDR3 sequence is CASSRAGGTASYEQYF. Result: 1 (the TCR binds to the epitope). (2) The epitope is GMFNMLSTVLGVS. The TCR CDR3 sequence is CASSRRTSGGPNEQFF. Result: 0 (the TCR does not bind to the epitope). (3) The epitope is KTSVDCTMYI. The TCR CDR3 sequence is CASSLEGDMDSEQYF. Result: 0 (the TCR does not bind to the epitope). (4) Result: 0 (the TCR does not bind to the epitope). The TCR CDR3 sequence is CSPRRDNEQFF. The epitope is SFHSLHLLF. (5) The epitope is KMKDLSPRW. The TCR CDR3 sequence is CASSEMGDGYTF. Result: 0 (the TCR does not bind to the epitope). (6) The epitope is YFPLQSYGF. The TCR CDR3 sequence is CASSSGDGANVLTF. Result: 1 (the TCR binds to the epitope). (7) The epitope is DRFYKTLRAEQASQEV. The TCR CDR3 sequence is CASSQDRIGPETQYF. Result: 0 (the TCR does not bind to the epitope).